Dataset: Reaction yield outcomes from USPTO patents with 853,638 reactions. Task: Predict the reaction yield, written as a fraction of the theoretical maximum amount of product (1.0 means a 100% yield; for example, 0.34 means a 34% yield). No catalyst specified. The product is [Cl:42][C:33]1[N:13]2[C:14]([C:16]3[CH:17]=[N:18][N:19]([C:21]4([CH2:30][C:31]#[N:32])[CH2:24][N:23]([CH2:25][C:26]([F:29])([F:28])[F:27])[CH2:22]4)[CH:20]=3)=[N:15][C:10]([C:8]3[CH:7]=[N:6][N:5]([CH:3]4[CH2:2][O:1][CH2:4]4)[CH:9]=3)=[CH:11][C:12]2=[N:35][CH:34]=1. The reactants are [O:1]1[CH2:4][CH:3]([N:5]2[CH:9]=[C:8]([C:10]3[N:15]=[C:14]([C:16]4[CH:17]=[N:18][N:19]([C:21]5([CH2:30][C:31]#[N:32])[CH2:24][N:23]([CH2:25][C:26]([F:29])([F:28])[F:27])[CH2:22]5)[CH:20]=4)[N:13]4[CH:33]=[CH:34][N:35]=[C:12]4[CH:11]=3)[CH:7]=[N:6]2)[CH2:2]1.C([O-])(O)=O.[Na+].C(Cl)[Cl:42]. The yield is 0.280.